Task: Regression. Given two drug SMILES strings and cell line genomic features, predict the synergy score measuring deviation from expected non-interaction effect.. Dataset: NCI-60 drug combinations with 297,098 pairs across 59 cell lines Drug 1: CN(C)C1=NC(=NC(=N1)N(C)C)N(C)C. Drug 2: CCC1=C2CN3C(=CC4=C(C3=O)COC(=O)C4(CC)O)C2=NC5=C1C=C(C=C5)O. Cell line: ACHN. Synergy scores: CSS=20.8, Synergy_ZIP=2.10, Synergy_Bliss=1.97, Synergy_Loewe=-55.7, Synergy_HSA=-0.900.